From a dataset of Reaction yield outcomes from USPTO patents with 853,638 reactions. Predict the reaction yield, written as a fraction of the theoretical maximum amount of product (1.0 means a 100% yield; for example, 0.34 means a 34% yield). (1) The reactants are [CH3:1][C:2]([C:4]1[CH:9]=[CH:8][C:7]([Cl:10])=[CH:6][CH:5]=1)=O.II.[CH2:13]([SH:16])[CH2:14][SH:15]. The catalyst is O1CCCC1. The product is [Cl:10][C:7]1[CH:8]=[CH:9][C:4]([C:2]2([CH3:1])[S:16][CH2:13][CH2:14][S:15]2)=[CH:5][CH:6]=1. The yield is 0.480. (2) The reactants are [C:1]([O:5][C:6](=[O:14])[NH:7][CH:8]1[CH2:13][CH2:12][NH:11][CH2:10][CH2:9]1)([CH3:4])([CH3:3])[CH3:2].[CH2:15]([O:17][C:18]1[CH:19]=[C:20]([CH:23]=[CH:24][C:25]=1[O:26][CH3:27])[CH:21]=O)[CH3:16].C(O)(=O)C.C([BH3-])#N.[Na+]. The catalyst is C(O)C. The product is [C:1]([O:5][C:6](=[O:14])[NH:7][CH:8]1[CH2:13][CH2:12][N:11]([CH2:21][C:20]2[CH:23]=[CH:24][C:25]([O:26][CH3:27])=[C:18]([O:17][CH2:15][CH3:16])[CH:19]=2)[CH2:10][CH2:9]1)([CH3:4])([CH3:2])[CH3:3]. The yield is 0.530. (3) The reactants are FC1C=CC(N)=CC=1.[F:9][C:10]([F:20])([F:19])[C:11]1[CH:18]=[CH:17][C:14]([CH2:15][NH2:16])=[CH:13][CH:12]=1.[CH3:21][O:22][CH:23]([O:26][CH3:27])[CH:24]=O.C(O[BH-](OC(=O)C)OC(=O)C)(=O)C.[Na+]. No catalyst specified. The product is [CH3:21][O:22][CH:23]([O:26][CH3:27])[CH2:24][NH:16][CH2:15][C:14]1[CH:17]=[CH:18][C:11]([C:10]([F:19])([F:20])[F:9])=[CH:12][CH:13]=1. The yield is 0.670. (4) The reactants are [C:1]1([CH2:7][O:8][C:9]2[CH:14]=[CH:13][C:12]([CH2:15][CH2:16][C:17]([O:19]C)=[O:18])=[CH:11][CH:10]=2)[CH:6]=[CH:5][CH:4]=[CH:3][CH:2]=1.[OH-].[Na+].Cl. The catalyst is CO. The product is [C:1]1([CH2:7][O:8][C:9]2[CH:10]=[CH:11][C:12]([CH2:15][CH2:16][C:17]([OH:19])=[O:18])=[CH:13][CH:14]=2)[CH:6]=[CH:5][CH:4]=[CH:3][CH:2]=1. The yield is 0.670. (5) The reactants are C([O:3][C:4]([CH:6]1[C:12](=O)[CH2:11][CH2:10][N:9]([C:14]([O:16][C:17]([CH3:20])([CH3:19])[CH3:18])=[O:15])[CH2:8][CH2:7]1)=O)C.CC[O-].[Na+].[NH2:25][C:26]([NH2:28])=[S:27].[CH3:29]I. The catalyst is CCO. The product is [C:17]([O:16][C:14]([N:9]1[CH2:8][CH2:7][C:6]2[C:4]([OH:3])=[N:25][C:26]([S:27][CH3:29])=[N:28][C:12]=2[CH2:11][CH2:10]1)=[O:15])([CH3:20])([CH3:19])[CH3:18]. The yield is 0.730. (6) The reactants are C([O:3][C:4](=O)[CH2:5][CH2:6][CH2:7][CH2:8][CH2:9][N:10]1[C:22]2[CH:21]=[CH:20][CH:19]=[CH:18][C:17]=2[C:16]2[C:11]1=[CH:12][CH:13]=[CH:14][CH:15]=2)C.Cl.[NH2:25][OH:26].C[O-].[Na+]. The catalyst is CO.C(OCC)(=O)C.C([O-])(O)=O.[Na+]. The product is [OH:26][NH:25][C:4](=[O:3])[CH2:5][CH2:6][CH2:7][CH2:8][CH2:9][N:10]1[C:22]2[CH:21]=[CH:20][CH:19]=[CH:18][C:17]=2[C:16]2[C:11]1=[CH:12][CH:13]=[CH:14][CH:15]=2. The yield is 0.410. (7) The yield is 0.300. The product is [Cl:1][C:2]1[CH:11]=[C:6]([C:7]([O:9][CH3:10])=[O:8])[C:5]([F:12])=[CH:4][C:3]=1[O:14][CH2:15][CH:16]1[CH2:19][N:18]([C:20]([O:22][C:23]([CH3:26])([CH3:25])[CH3:24])=[O:21])[CH2:17]1. The catalyst is CN(C=O)C. The reactants are [Cl:1][C:2]1[C:3](F)=[CH:4][C:5]([F:12])=[C:6]([CH:11]=1)[C:7]([O:9][CH3:10])=[O:8].[OH:14][CH2:15][CH:16]1[CH2:19][N:18]([C:20]([O:22][C:23]([CH3:26])([CH3:25])[CH3:24])=[O:21])[CH2:17]1.C(=O)([O-])[O-].[K+].[K+].